This data is from Peptide-MHC class II binding affinity with 134,281 pairs from IEDB. The task is: Regression. Given a peptide amino acid sequence and an MHC pseudo amino acid sequence, predict their binding affinity value. This is MHC class II binding data. (1) The peptide sequence is PEHRQLANAIFKLTYQN. The MHC is DRB1_0401 with pseudo-sequence DRB1_0401. The binding affinity (normalized) is 0.266. (2) The peptide sequence is YDEFLANVSTVLTGK. The MHC is DRB1_1602 with pseudo-sequence DRB1_1602. The binding affinity (normalized) is 0.959. (3) The peptide sequence is INWPTAAAIAYGLDR. The MHC is HLA-DQA10501-DQB10301 with pseudo-sequence HLA-DQA10501-DQB10301. The binding affinity (normalized) is 0.700. (4) The peptide sequence is AFTVVLSGGTLIDTL. The MHC is DRB1_1302 with pseudo-sequence DRB1_1302. The binding affinity (normalized) is 0.953.